This data is from NCI-60 drug combinations with 297,098 pairs across 59 cell lines. The task is: Regression. Given two drug SMILES strings and cell line genomic features, predict the synergy score measuring deviation from expected non-interaction effect. (1) Drug 1: C1=C(C(=O)NC(=O)N1)N(CCCl)CCCl. Drug 2: C1=C(C(=O)NC(=O)N1)F. Cell line: HCC-2998. Synergy scores: CSS=24.6, Synergy_ZIP=-12.0, Synergy_Bliss=-20.6, Synergy_Loewe=-18.7, Synergy_HSA=-17.1. (2) Drug 1: CC1=C2C(C(=O)C3(C(CC4C(C3C(C(C2(C)C)(CC1OC(=O)C(C(C5=CC=CC=C5)NC(=O)OC(C)(C)C)O)O)OC(=O)C6=CC=CC=C6)(CO4)OC(=O)C)OC)C)OC. Drug 2: C1CNP(=O)(OC1)N(CCCl)CCCl. Cell line: SW-620. Synergy scores: CSS=21.0, Synergy_ZIP=-3.98, Synergy_Bliss=-12.3, Synergy_Loewe=-44.1, Synergy_HSA=-11.2.